Dataset: Reaction yield outcomes from USPTO patents with 853,638 reactions. Task: Predict the reaction yield, written as a fraction of the theoretical maximum amount of product (1.0 means a 100% yield; for example, 0.34 means a 34% yield). (1) The reactants are Br[C:2]1[CH:3]=[CH:4][C:5]2[O:14][CH2:13][CH2:12][C:11]3[S:10][C:9]([C:15]4[N:16]([CH:20]([CH3:22])[CH3:21])[N:17]=[CH:18][N:19]=4)=[N:8][C:7]=3[C:6]=2[CH:23]=1.[N:24]1[CH:29]=[CH:28][CH:27]=[C:26](B(O)O)[CH:25]=1. No catalyst specified. The product is [CH:20]([N:16]1[C:15]([C:9]2[S:10][C:11]3[CH2:12][CH2:13][O:14][C:5]4[CH:4]=[CH:3][C:2]([C:26]5[CH:25]=[N:24][CH:29]=[CH:28][CH:27]=5)=[CH:23][C:6]=4[C:7]=3[N:8]=2)=[N:19][CH:18]=[N:17]1)([CH3:22])[CH3:21]. The yield is 0.220. (2) The reactants are [Cl:1][C:2]1[CH:16]=[CH:15][C:5]([C:6]([N:8]2[CH2:13][CH2:12][CH2:11][C@@H:10]([NH2:14])[CH2:9]2)=[O:7])=[CH:4][CH:3]=1.[Cl:17][C:18]1[CH:26]=[CH:25][C:21]([C:22](Cl)=[O:23])=[CH:20][CH:19]=1.[OH-].[Na+].[Cl-].[Na+]. The catalyst is ClC1C=CC=CC=1. The product is [Cl:1][C:2]1[CH:16]=[CH:15][C:5]([C:6]([N:8]2[CH2:13][CH2:12][CH2:11][C@@H:10]([NH:14][C:22](=[O:23])[C:21]3[CH:25]=[CH:26][C:18]([Cl:17])=[CH:19][CH:20]=3)[CH2:9]2)=[O:7])=[CH:4][CH:3]=1. The yield is 0.360. (3) The reactants are N.CC(C)([O-])C.[K+].[C:8]([O:12]O)([CH3:11])(C)C.[Cl:14][C:15]1C=C[N:18]=[CH:17][C:16]=1[N+:21]([O-:23])=[O:22]. The catalyst is C1COCC1. The product is [Cl:14][C:15]1[C:16]([N+:21]([O-:23])=[O:22])=[CH:17][N:18]=[C:8]([OH:12])[CH:11]=1. The yield is 0.980. (4) The reactants are C1C=C[NH+]=CC=1.[O-][Cr](Cl)(=O)=O.[CH2:12]([O:19][CH2:20][CH2:21][CH2:22][OH:23])[C:13]1[CH:18]=[CH:17][CH:16]=[CH:15][CH:14]=1. The catalyst is ClCCl. The product is [CH2:12]([O:19][CH2:20][CH2:21][CH:22]=[O:23])[C:13]1[CH:18]=[CH:17][CH:16]=[CH:15][CH:14]=1. The yield is 0.790. (5) The reactants are Br[C:2]1[CH:23]=[CH:22][C:5]([C:6]([NH:8][S:9]([C:12]2[CH:17]=[CH:16][CH:15]=[CH:14][C:13]=2[S:18](=[O:21])(=[O:20])[NH2:19])(=[O:11])=[O:10])=[O:7])=[CH:4][C:3]=1[O:24][CH2:25][CH:26]1[CH2:28][CH2:27]1.[CH3:29][C:30]([CH3:43])([CH3:42])[C:31]#[C:32]B(OC(C)C)OC(C)C. No catalyst specified. The product is [CH:26]1([CH2:25][O:24][C:3]2[CH:4]=[C:5]([CH:22]=[CH:23][C:2]=2[C:32]#[C:31][C:30]([CH3:43])([CH3:42])[CH3:29])[C:6]([NH:8][S:9]([C:12]2[CH:17]=[CH:16][CH:15]=[CH:14][C:13]=2[S:18](=[O:21])(=[O:20])[NH2:19])(=[O:11])=[O:10])=[O:7])[CH2:28][CH2:27]1. The yield is 0.270. (6) The reactants are [F:1][C:2]1[CH:3]=[CH:4][C:5]2=[C:6]([CH:36]=1)[O:7][CH2:8][C:9]1[C:34]([F:35])=[CH:33][CH:32]=[CH:31][C:10]=1/[C:11]/2=[CH:12]\[C:13]1[CH:18]=[CH:17][C:16]([NH:19][CH:20]2[CH2:25][CH2:24][N:23]([CH3:26])[CH2:22][CH:21]2[OH:27])=[C:15]([N+:28]([O-])=O)[CH:14]=1.C(N(CC)CC)C.N1C=CC=CC=1.C1C=CC(O[C:57](OC2C=CC=CC=2)=[N:58][C:59]#[N:60])=CC=1. The catalyst is O1CCCC1.[Pt]. The product is [F:1][C:2]1[CH:3]=[CH:4][C:5]2=[C:6]([CH:36]=1)[O:7][CH2:8][C:9]1[C:34]([F:35])=[CH:33][CH:32]=[CH:31][C:10]=1/[C:11]/2=[CH:12]\[C:13]1[CH:18]=[CH:17][C:16]2[N:19]([C@H:20]3[CH2:25][CH2:24][N:23]([CH3:26])[CH2:22][C@@H:21]3[OH:27])/[C:57](=[N:58]/[C:59]#[N:60])/[NH:28][C:15]=2[CH:14]=1. The yield is 0.270. (7) The reactants are Br[CH2:2][C:3]1[CH:12]=[CH:11][C:6]([C:7]([O:9][CH3:10])=[O:8])=[CH:5][CH:4]=1.[P:13](OCC)([O:18][CH2:19][CH3:20])([O:15][CH2:16][CH3:17])=[O:14]. No catalyst specified. The product is [CH3:10][O:9][C:7]([C:6]1[CH:11]=[CH:12][C:3]([CH2:2][P:13](=[O:14])([O:18][CH2:19][CH3:20])[O:15][CH2:16][CH3:17])=[CH:4][CH:5]=1)=[O:8]. The yield is 0.690. (8) The reactants are Cl.Cl.[CH3:3][N:4]1[CH2:9][CH2:8][N:7]([CH2:10][C:11]2[CH:19]=[CH:18][C:14]([C:15]([OH:17])=O)=[CH:13][CH:12]=2)[CH2:6][CH2:5]1.[NH2:20][C:21]1[CH:22]=[CH:23][C:24]([CH3:40])=[C:25]([NH:27][C:28]2[N:33]=[C:32]([C:34]3[CH:35]=[N:36][CH:37]=[CH:38][CH:39]=3)[CH:31]=[CH:30][N:29]=2)[CH:26]=1. The catalyst is CS(C)=O. The product is [CH3:40][C:24]1[CH:23]=[CH:22][C:21]([NH:20][C:15]([C:14]2[CH:18]=[CH:19][C:11]([CH2:10][N:7]3[CH2:6][CH2:5][N:4]([CH3:3])[CH2:9][CH2:8]3)=[CH:12][CH:13]=2)=[O:17])=[CH:26][C:25]=1[NH:27][C:28]1[N:29]=[CH:30][CH:31]=[C:32]([C:34]2[CH:39]=[CH:38][CH:37]=[N:36][CH:35]=2)[N:33]=1. The yield is 0.927. (9) The reactants are [CH3:1][C:2]1([C:23]([O:25][CH2:26][CH3:27])=[O:24])[CH2:7][CH2:6][N:5]([C:8]2[N:13]=[CH:12][C:11](B3OC(C)(C)C(C)(C)O3)=[CH:10][N:9]=2)[CH2:4][CH2:3]1.Cl[C:29]1[CH:34]=[C:33]([N:35]2[CH:39]=[CH:38][CH:37]=[N:36]2)[N:32]2[N:40]=[C:41]([NH2:43])[N:42]=[C:31]2[CH:30]=1.C(=O)([O-])[O-].[Cs+].[Cs+]. The catalyst is O1CCOCC1.O. The product is [NH2:43][C:41]1[N:42]=[C:31]2[CH:30]=[C:29]([C:11]3[CH:12]=[N:13][C:8]([N:5]4[CH2:4][CH2:3][C:2]([CH3:1])([C:23]([O:25][CH2:26][CH3:27])=[O:24])[CH2:7][CH2:6]4)=[N:9][CH:10]=3)[CH:34]=[C:33]([N:35]3[CH:39]=[CH:38][CH:37]=[N:36]3)[N:32]2[N:40]=1. The yield is 0.550.